This data is from Full USPTO retrosynthesis dataset with 1.9M reactions from patents (1976-2016). The task is: Predict the reactants needed to synthesize the given product. (1) Given the product [OH:30][CH2:29][C@H:28]([NH:31][C:3](=[O:5])[C@@H:2]([CH3:1])[CH2:13][CH2:14][CH2:15][C:16]1[CH:17]=[CH:18][CH:19]=[CH:20][CH:21]=1)[C:25]1[CH:26]=[CH:27][CH:22]=[CH:23][CH:24]=1, predict the reactants needed to synthesize it. The reactants are: [CH3:1][CH:2]([CH2:13][CH2:14][CH2:15][C:16]1[CH:21]=[CH:20][CH:19]=[CH:18][CH:17]=1)[C:3]([O:5]N1C(=O)CCC1=O)=O.[CH:22]1[CH:27]=[CH:26][C:25]([C@@H:28]([NH2:31])[CH2:29][OH:30])=[CH:24][CH:23]=1. (2) Given the product [C:21]([C:23]1[CH:24]=[C:25]([CH:29]=[C:30]([C:34]([F:35])([F:37])[F:36])[C:31]=1[O:32][CH3:33])[C:26]([N:8]1[C:7]2[CH:11]=[C:3]([C:2]([F:1])([F:12])[F:13])[CH:4]=[CH:5][C:6]=2[S:10][CH2:9]1)=[O:27])#[N:22], predict the reactants needed to synthesize it. The reactants are: [F:1][C:2]([F:13])([F:12])[C:3]1[CH:4]=[CH:5][C:6]2[S:10][CH2:9][NH:8][C:7]=2[CH:11]=1.C(N(CC)CC)C.[C:21]([C:23]1[CH:24]=[C:25]([CH:29]=[C:30]([C:34]([F:37])([F:36])[F:35])[C:31]=1[O:32][CH3:33])[C:26](Cl)=[O:27])#[N:22].O. (3) Given the product [CH:1](=[CH:11][C:12]([CH:14]=[CH:1][C:2]1[CH:7]=[CH:6][CH:5]=[CH:4][CH:3]=1)=[O:13])[C:2]1[CH:7]=[CH:6][CH:5]=[CH:4][CH:3]=1, predict the reactants needed to synthesize it. The reactants are: [CH:1](=O)[C:2]1[CH:7]=[CH:6][CH:5]=[CH:4][CH:3]=1.[OH-].[Na+].[CH3:11][C:12]([CH3:14])=[O:13]. (4) Given the product [N:32]1([CH2:31][CH2:30][N:7]2[C:2](=[O:1])[CH:3]=[CH:4][C:5]([C:8]3[N:16]4[C:11]([CH:12]=[CH:13][CH:14]=[CH:15]4)=[CH:10][C:9]=3[C:17]([O:19][CH2:20][CH3:21])=[O:18])=[N:6]2)[CH2:37][CH2:36][O:35][CH2:34][CH2:33]1, predict the reactants needed to synthesize it. The reactants are: [O:1]=[C:2]1[NH:7][N:6]=[C:5]([C:8]2[N:16]3[C:11]([CH:12]=[CH:13][CH:14]=[CH:15]3)=[CH:10][C:9]=2[C:17]([O:19][CH2:20][CH3:21])=[O:18])[CH:4]=[CH:3]1.C([O-])([O-])=O.[K+].[K+].Cl.Cl[CH2:30][CH2:31][N:32]1[CH2:37][CH2:36][O:35][CH2:34][CH2:33]1. (5) The reactants are: [CH2:1]([N:8]1[CH2:13][CH2:12][C:11](=[O:14])[CH:10]([CH3:15])[CH2:9]1)[C:2]1[CH:7]=[CH:6][CH:5]=[CH:4][CH:3]=1.C([BH-](C(CC)C)C(CC)C)(CC)C.[Li+].O1CCCC1. Given the product [CH2:1]([N:8]1[CH2:13][CH2:12][C@H:11]([OH:14])[C@H:10]([CH3:15])[CH2:9]1)[C:2]1[CH:3]=[CH:4][CH:5]=[CH:6][CH:7]=1, predict the reactants needed to synthesize it.